Predict the reactants needed to synthesize the given product. From a dataset of Full USPTO retrosynthesis dataset with 1.9M reactions from patents (1976-2016). (1) Given the product [CH3:4][CH2:3][O:5][C:6]([C@H:8]1[CH2:12][CH2:11][C@@H:10]([C:13]2[CH:14]=[CH:15][C:16]([Cl:19])=[CH:17][CH:18]=2)[N:9]1[C:27]([O:29][C:30]([CH3:33])([CH3:32])[CH3:31])=[O:28])=[O:7], predict the reactants needed to synthesize it. The reactants are: [BH4-].[Na+].[CH2:3]([O:5][C:6]([C@H:8]1[CH2:12][CH2:11][C:10]([C:13]2[CH:18]=[CH:17][C:16]([Cl:19])=[CH:15][CH:14]=2)=[N:9]1)=[O:7])[CH3:4].P([O-])([O-])(O)=O.[Na+].[Na+].[C:27](O[C:27]([O:29][C:30]([CH3:33])([CH3:32])[CH3:31])=[O:28])([O:29][C:30]([CH3:33])([CH3:32])[CH3:31])=[O:28]. (2) Given the product [CH2:22]([N:29]1[CH2:34][CH2:33][CH:32]([NH:35][C:2]2[C:7]([C:8](=[O:10])[CH3:9])=[CH:6][N:5]=[C:4]3[N:11]([CH2:14][O:15][CH2:16][CH2:17][Si:18]([CH3:21])([CH3:20])[CH3:19])[CH:12]=[CH:13][C:3]=23)[CH2:31][CH2:30]1)[C:23]1[CH:24]=[CH:25][CH:26]=[CH:27][CH:28]=1, predict the reactants needed to synthesize it. The reactants are: Cl[C:2]1[C:7]([C:8](=[O:10])[CH3:9])=[CH:6][N:5]=[C:4]2[N:11]([CH2:14][O:15][CH2:16][CH2:17][Si:18]([CH3:21])([CH3:20])[CH3:19])[CH:12]=[CH:13][C:3]=12.[CH2:22]([N:29]1[CH2:34][CH2:33][CH:32]([NH2:35])[CH2:31][CH2:30]1)[C:23]1[CH:28]=[CH:27][CH:26]=[CH:25][CH:24]=1.C(N(CC)C(C)C)(C)C.